The task is: Predict the reaction yield, written as a fraction of the theoretical maximum amount of product (1.0 means a 100% yield; for example, 0.34 means a 34% yield).. This data is from Reaction yield outcomes from USPTO patents with 853,638 reactions. (1) The reactants are Br[C:2]1[S:6][C:5]([C:7]([O:9][CH2:10][CH3:11])=[O:8])=[CH:4][CH:3]=1.[CH3:12][N:13]1[CH2:19][CH2:18][CH2:17][NH:16][CH2:15][CH2:14]1.C1C=CC(P(C2C(C3C(P(C4C=CC=CC=4)C4C=CC=CC=4)=CC=C4C=3C=CC=C4)=C3C(C=CC=C3)=CC=2)C2C=CC=CC=2)=CC=1.C(=O)([O-])[O-].[Cs+].[Cs+]. The catalyst is O1CCOCC1.C([O-])(=O)C.[Pd+2].C([O-])(=O)C. The product is [CH3:12][N:13]1[CH2:19][CH2:18][CH2:17][N:16]([C:2]2[S:6][C:5]([C:7]([O:9][CH2:10][CH3:11])=[O:8])=[CH:4][CH:3]=2)[CH2:15][CH2:14]1. The yield is 0.127. (2) The reactants are CC([S@@]([N:7]1[CH2:11][CH2:10][CH2:9][C@H:8]1[C:12]1[CH:17]=[CH:16][C:15]([Br:18])=[CH:14][CH:13]=1)=O)(C)C.Cl. No catalyst specified. The product is [Br:18][C:15]1[CH:14]=[CH:13][C:12]([C@@H:8]2[CH2:9][CH2:10][CH2:11][NH:7]2)=[CH:17][CH:16]=1. The yield is 0.980. (3) The reactants are [C:1]1([CH3:15])[CH:6]=[CH:5][CH:4]=[CH:3][C:2]=1[O:7][C:8]1[CH:13]=[CH:12][CH:11]=[CH:10][C:9]=1I.[Li]CCCC.CON(C)[C:24]([C@@H:26]1[CH2:31][CH2:30][CH2:29][N:28]([C:32]([O:34][C:35]([CH3:38])([CH3:37])[CH3:36])=[O:33])[CH2:27]1)=[O:25].[NH4+].[Cl-]. The catalyst is C1COCC1. The product is [C:1]1([CH3:15])[CH:6]=[CH:5][CH:4]=[CH:3][C:2]=1[O:7][C:8]1[CH:13]=[CH:12][CH:11]=[CH:10][C:9]=1[C:24]([C@@H:26]1[CH2:31][CH2:30][CH2:29][N:28]([C:32]([O:34][C:35]([CH3:38])([CH3:37])[CH3:36])=[O:33])[CH2:27]1)=[O:25]. The yield is 0.450.